Dataset: Reaction yield outcomes from USPTO patents with 853,638 reactions. Task: Predict the reaction yield, written as a fraction of the theoretical maximum amount of product (1.0 means a 100% yield; for example, 0.34 means a 34% yield). (1) The reactants are C(OC([NH:11][C:12]1[C:13](=[O:27])[N:14]([CH2:19][C:20]([O:22][C:23]([CH3:26])([CH3:25])[CH3:24])=[O:21])[C:15]([CH3:18])=[CH:16][CH:17]=1)=O)C1C=CC=CC=1. The catalyst is C(O)C.[Pd]. The product is [NH2:11][C:12]1[C:13](=[O:27])[N:14]([CH2:19][C:20]([O:22][C:23]([CH3:26])([CH3:25])[CH3:24])=[O:21])[C:15]([CH3:18])=[CH:16][CH:17]=1. The yield is 0.970. (2) The reactants are [CH:1]1[C:10]2[C:5](=[CH:6][CH:7]=[CH:8][CH:9]=2)[CH:4]=[CH:3][C:2]=1B(O)O.[CH3:14][O:15][C:16]([C:18]1[N:19]=[CH:20][NH:21][CH:22]=1)=[O:17].CCOC(C)=O.[C@H](O)(C([O-])=O)[C@@H](O)C([O-])=O.[Na+].[K+]. The catalyst is C(Cl)Cl. The product is [CH3:14][O:15][C:16]([C:18]1[N:19]=[CH:20][N:21]([C:2]2[CH:3]=[CH:4][C:5]3[C:10](=[CH:9][CH:8]=[CH:7][CH:6]=3)[CH:1]=2)[CH:22]=1)=[O:17]. The yield is 0.240.